From a dataset of Full USPTO retrosynthesis dataset with 1.9M reactions from patents (1976-2016). Predict the reactants needed to synthesize the given product. Given the product [CH2:24]([O:23][C:21](=[O:22])[NH:6][C:5]1[CH:7]=[CH:8][C:2]([Br:1])=[CH:3][C:4]=1[O:9][C:10]([F:11])([F:12])[F:13])[C:25]1[CH:30]=[CH:29][CH:28]=[CH:27][CH:26]=1, predict the reactants needed to synthesize it. The reactants are: [Br:1][C:2]1[CH:8]=[CH:7][C:5]([NH2:6])=[C:4]([O:9][C:10]([F:13])([F:12])[F:11])[CH:3]=1.C(=O)([O-])[O-].[Na+].[Na+].Cl[C:21]([O:23][CH2:24][C:25]1[CH:30]=[CH:29][CH:28]=[CH:27][CH:26]=1)=[O:22].O.